Dataset: hERG Central: cardiac toxicity at 1µM, 10µM, and general inhibition. Task: Predict hERG channel inhibition at various concentrations. (1) The drug is O=C(CCN1C(=O)COc2ccccc21)N1CCN(c2ccccn2)CC1. Results: hERG_inhib (hERG inhibition (general)): blocker. (2) The molecule is CN(Cc1cccnc1)Cc1cn[nH]c1-c1ccc(-c2ccccc2)cc1. Results: hERG_inhib (hERG inhibition (general)): blocker.